This data is from Full USPTO retrosynthesis dataset with 1.9M reactions from patents (1976-2016). The task is: Predict the reactants needed to synthesize the given product. (1) Given the product [Br:34][C:13]1[N:5]([CH:1]([CH2:3][CH3:4])[CH3:2])[C:6]2[C:11]([N:12]=1)=[C:10]([C:14]1[CH:15]=[N:16][C:17]([NH2:20])=[N:18][CH:19]=1)[N:9]=[C:8]([N:21]1[CH2:26][CH2:25][O:24][CH2:23][CH2:22]1)[N:7]=2, predict the reactants needed to synthesize it. The reactants are: [CH:1]([N:5]1[CH:13]=[N:12][C:11]2[C:6]1=[N:7][C:8]([N:21]1[CH2:26][CH2:25][O:24][CH2:23][CH2:22]1)=[N:9][C:10]=2[C:14]1[CH:15]=[N:16][C:17]([NH2:20])=[N:18][CH:19]=1)([CH2:3][CH3:4])[CH3:2].C1C(=O)N([Br:34])C(=O)C1. (2) Given the product [CH2:1]([O:5][C:6]([C:8]1[C:9]([OH:19])=[C:10]2[C:17]([CH3:18])=[N:16][S:15][C:11]2=[C:12]([CH3:20])[N:13]=1)=[O:7])[CH2:2][CH2:3][CH3:4], predict the reactants needed to synthesize it. The reactants are: [CH2:1]([O:5][C:6]([C:8]1[C:9]([OH:19])=[C:10]2[C:17]([CH3:18])=[N:16][S:15][C:11]2=[C:12](Br)[N:13]=1)=[O:7])[CH2:2][CH2:3][CH3:4].[CH3:20][Sn](C)(C)C. (3) Given the product [CH3:35][C:28]1[CH:29]=[C:30]([C:31]([F:33])([F:32])[F:34])[N:25]2[N:24]=[CH:23][C:22]([C:20]3[N:21]=[C:13]([CH2:12][N:5]4[C:6]5[CH2:11][CH2:10][NH:9][CH2:8][C:7]=5[C:3]([C:2]([F:1])([F:17])[F:16])=[N:4]4)[O:15][N:19]=3)=[C:26]2[N:27]=1, predict the reactants needed to synthesize it. The reactants are: [F:1][C:2]([F:17])([F:16])[C:3]1[C:7]2[CH2:8][NH:9][CH2:10][CH2:11][C:6]=2[N:5]([CH2:12][C:13]([OH:15])=O)[N:4]=1.O[N:19]=[C:20]([C:22]1[CH:23]=[N:24][N:25]2[C:30]([C:31]([F:34])([F:33])[F:32])=[CH:29][C:28]([CH3:35])=[N:27][C:26]=12)[NH2:21]. (4) Given the product [CH3:28][O:29][C:30]1[CH:51]=[CH:50][CH:49]=[CH:48][C:31]=1[O:32][CH2:33][CH2:34][N:35]([CH3:47])[CH2:36][CH:37]1[CH2:46][CH2:45][C:44]2[C:39](=[CH:40][CH:41]=[CH:42][CH:43]=2)[NH:38]1, predict the reactants needed to synthesize it. The reactants are: C1(N2CCN(CC3CCC4C(=CC=CC=4)N3)CC2)C2C(=CC=CC=2)C=CN=1.[CH3:28][O:29][C:30]1[CH:51]=[CH:50][CH:49]=[CH:48][C:31]=1[O:32][CH2:33][CH2:34][N:35]([CH3:47])[CH2:36][C:37]1[CH:46]=[CH:45][C:44]2[C:39](=[CH:40][CH:41]=[CH:42][CH:43]=2)[N:38]=1. (5) The reactants are: Cl[C:2]1[CH:3]=[C:4]([N:11]2[CH2:15][CH2:14][CH2:13][C:12]2([CH3:17])[CH3:16])[C:5]2[N:6]([CH:8]=[CH:9][N:10]=2)[N:7]=1.[C:18]1(B(O)O)[CH:23]=[CH:22][CH:21]=[CH:20][CH:19]=1.CC(C1C=C(C(C)C)C(C2C=CC=CC=2P(C2CCCCC2)C2CCCCC2)=C(C(C)C)C=1)C.C([O-])([O-])=O.[K+].[K+]. Given the product [CH3:16][C:12]1([CH3:17])[CH2:13][CH2:14][CH2:15][N:11]1[C:4]1[C:5]2[N:6]([CH:8]=[CH:9][N:10]=2)[N:7]=[C:2]([C:18]2[CH:23]=[CH:22][CH:21]=[CH:20][CH:19]=2)[CH:3]=1, predict the reactants needed to synthesize it.